This data is from Full USPTO retrosynthesis dataset with 1.9M reactions from patents (1976-2016). The task is: Predict the reactants needed to synthesize the given product. (1) Given the product [CH3:1][O:2][C:3]1[C:8]([CH3:9])=[CH:7][C:6]([NH:10][C:11](=[O:38])[CH2:12][N:13]([CH2:20][C:21]2[CH:22]=[CH:23][C:24]([CH2:27][C:28]([CH3:36])([CH3:37])[C:29]([OH:31])=[O:30])=[CH:25][CH:26]=2)[CH2:14][C:15]2[O:16][CH:17]=[CH:18][CH:19]=2)=[C:5]([CH3:39])[CH:4]=1, predict the reactants needed to synthesize it. The reactants are: [CH3:1][O:2][C:3]1[C:8]([CH3:9])=[CH:7][C:6]([NH:10][C:11](=[O:38])[CH2:12][N:13]([CH2:20][C:21]2[CH:26]=[CH:25][C:24]([CH2:27][C:28]([CH3:37])([CH3:36])[C:29]([O:31]C(C)(C)C)=[O:30])=[CH:23][CH:22]=2)[CH2:14][C:15]2[O:16][CH:17]=[CH:18][CH:19]=2)=[C:5]([CH3:39])[CH:4]=1.FC(F)(F)C(O)=O. (2) Given the product [Cl:12][C:11]1[C:2]([NH:19][C:14]2[CH:15]=[N:16][CH:17]=[CH:18][N:13]=2)=[N:3][C:4]2[C:9]([N:10]=1)=[CH:8][CH:7]=[CH:6][CH:5]=2, predict the reactants needed to synthesize it. The reactants are: Cl[C:2]1[C:11]([Cl:12])=[N:10][C:9]2[C:4](=[CH:5][CH:6]=[CH:7][CH:8]=2)[N:3]=1.[N:13]1[CH:18]=[CH:17][N:16]=[CH:15][C:14]=1[NH2:19].[H-].[Na+].O. (3) Given the product [CH2:1]([O:3][C:4](=[O:39])[CH2:5][C:6]1[CH:7]=[C:8]([C:14]2[CH:19]=[CH:18][C:17]([C:20]([F:23])([F:22])[F:21])=[CH:16][C:15]=2[CH2:24][N:25]([CH2:37][CH3:38])[C:26]([NH:34][C:35]#[N:36])=[N:47][CH2:40][C:41]2[CH:46]=[CH:45][CH:44]=[CH:43][CH:42]=2)[C:9]([O:12][CH3:13])=[CH:10][CH:11]=1)[CH3:2], predict the reactants needed to synthesize it. The reactants are: [CH2:1]([O:3][C:4](=[O:39])[CH2:5][C:6]1[CH:7]=[C:8]([C:14]2[CH:19]=[CH:18][C:17]([C:20]([F:23])([F:22])[F:21])=[CH:16][C:15]=2[CH2:24][N:25]([CH2:37][CH3:38])[C:26](=[N:34][C:35]#[N:36])OC2C=CC=CC=2)[C:9]([O:12][CH3:13])=[CH:10][CH:11]=1)[CH3:2].[CH2:40]([NH2:47])[C:41]1[CH:46]=[CH:45][CH:44]=[CH:43][CH:42]=1.